This data is from Full USPTO retrosynthesis dataset with 1.9M reactions from patents (1976-2016). The task is: Predict the reactants needed to synthesize the given product. (1) Given the product [CH3:1][C:2]1[O:3][C:4]2[C:9]([C:10](=[O:12])[CH:11]=1)=[CH:8][CH:7]=[CH:6][C:5]=2[CH:13]=[C:16]([C:17](=[O:18])[CH3:19])[C:15]([O:21][CH2:22][CH2:23][CH3:24])=[O:20], predict the reactants needed to synthesize it. The reactants are: [CH3:1][C:2]1[O:3][C:4]2[C:9]([C:10](=[O:12])[CH:11]=1)=[CH:8][CH:7]=[CH:6][C:5]=2[CH:13]=O.[C:15]([O:21][CH2:22][CH2:23][CH3:24])(=[O:20])[CH2:16][C:17]([CH3:19])=[O:18].C(O)(=O)C.N1CCCCC1. (2) Given the product [F:1][C:2]1[C:7]([CH3:8])=[CH:6][C:5]([S:9]([NH:16][C:17]2[CH:18]=[CH:19][CH:20]=[C:21]3[C:26]=2[N:25]=[CH:24][CH:23]=[CH:22]3)(=[O:11])=[O:10])=[C:4]([N+:13]([O-:15])=[O:14])[CH:3]=1, predict the reactants needed to synthesize it. The reactants are: [F:1][C:2]1[C:7]([CH3:8])=[CH:6][C:5]([S:9](Cl)(=[O:11])=[O:10])=[C:4]([N+:13]([O-:15])=[O:14])[CH:3]=1.[NH2:16][C:17]1[CH:18]=[CH:19][CH:20]=[C:21]2[C:26]=1[N:25]=[CH:24][CH:23]=[CH:22]2.N1C=CC=CC=1. (3) The reactants are: [F:1][C:2]1[CH:3]=[C:4]([C:8]2[N:12]=[C:11]([CH:13]3[CH2:18][CH:17]([C:19]4[CH:24]=[CH:23][C:22]([O:25][C:26]([F:29])([F:28])[F:27])=[CH:21][CH:20]=4)[CH2:16][N:15](C(OC(C)(C)C)=O)[CH2:14]3)[O:10][N:9]=2)[CH:5]=[CH:6][CH:7]=1.FC(F)(F)C(O)=O. Given the product [F:1][C:2]1[CH:3]=[C:4]([C:8]2[N:12]=[C:11]([CH:13]3[CH2:18][CH:17]([C:19]4[CH:24]=[CH:23][C:22]([O:25][C:26]([F:29])([F:27])[F:28])=[CH:21][CH:20]=4)[CH2:16][NH:15][CH2:14]3)[O:10][N:9]=2)[CH:5]=[CH:6][CH:7]=1, predict the reactants needed to synthesize it. (4) Given the product [C:38]([NH:42][CH2:25][CH2:24][CH2:23][C:16]1[C:15]([C:31]2[S:32][CH:33]=[CH:34][CH:35]=2)=[C:12]2[C:13]3[C:8](=[CH:7][C:6]([O:36][CH3:37])=[C:5]([O:4][CH:1]([CH3:2])[CH3:3])[CH:14]=3)[CH2:9][CH2:10][N:11]2[C:17]=1[C:18]([O:20][CH2:21][CH3:22])=[O:19])([CH3:41])([CH3:40])[CH3:39], predict the reactants needed to synthesize it. The reactants are: [CH:1]([O:4][C:5]1[CH:14]=[C:13]2[C:8]([CH2:9][CH2:10][N:11]3[C:17]([C:18]([O:20][CH2:21][CH3:22])=[O:19])=[C:16]([CH2:23][CH2:24][CH2:25]OS(C)(=O)=O)[C:15]([C:31]4[S:32][CH:33]=[CH:34][CH:35]=4)=[C:12]32)=[CH:7][C:6]=1[O:36][CH3:37])([CH3:3])[CH3:2].[C:38]([NH2:42])([CH3:41])([CH3:40])[CH3:39].O. (5) The reactants are: [OH2:1].[C:2]1([CH3:12])[CH:7]=[CH:6][C:5](S(O)(=O)=O)=[CH:4][CH:3]=1.[C:13]1([CH3:19])C=CC=C[CH:14]=1. Given the product [CH:5]1[CH:4]=[CH:3][C:2]2[C:7](=[CH:14][CH:13]=[CH:19][C:12]=2[OH:1])[CH:6]=1, predict the reactants needed to synthesize it. (6) Given the product [CH:1]1([C:6]2([CH2:14][CH2:15][C:16]3[CH:21]=[CH:20][C:19]([CH:22]([CH3:25])[C:23]#[N:24])=[C:18]([F:26])[CH:17]=3)[CH2:11][C:10]([OH:12])=[C:9]([CH2:77][C:75]3[N:76]=[C:71]4[N:70]=[CH:69][C:68]([CH3:67])=[CH:73][N:72]4[N:74]=3)[C:8](=[O:13])[O:7]2)[CH2:5][CH2:4][CH2:3][CH2:2]1, predict the reactants needed to synthesize it. The reactants are: [CH:1]1([C:6]2([CH2:14][CH2:15][C:16]3[CH:21]=[CH:20][C:19]([CH:22]([CH3:25])[C:23]#[N:24])=[C:18]([F:26])[CH:17]=3)[CH2:11][C:10](=[O:12])[CH2:9][C:8](=[O:13])[O:7]2)[CH2:5][CH2:4][CH2:3][CH2:2]1.C1(C2(CCC3C=CC(C4(C#N)CCC4)=C(F)C=3)CC(O)=C(CC3N=C4N=C(C)C=C(C)N4N=3)C(=O)O2)CCCC1.[CH3:67][C:68]1[CH:69]=[N:70][C:71]2[N:72]([N:74]=[C:75]([CH:77]=O)[N:76]=2)[CH:73]=1.